This data is from Peptide-MHC class I binding affinity with 185,985 pairs from IEDB/IMGT. The task is: Regression. Given a peptide amino acid sequence and an MHC pseudo amino acid sequence, predict their binding affinity value. This is MHC class I binding data. (1) The peptide sequence is RRAAVSTLE. The MHC is HLA-A02:03 with pseudo-sequence HLA-A02:03. The binding affinity (normalized) is 0.0847. (2) The peptide sequence is AIFNNRNLA. The binding affinity (normalized) is 0.819. The MHC is HLA-A02:06 with pseudo-sequence HLA-A02:06.